This data is from Peptide-MHC class I binding affinity with 185,985 pairs from IEDB/IMGT. The task is: Regression. Given a peptide amino acid sequence and an MHC pseudo amino acid sequence, predict their binding affinity value. This is MHC class I binding data. (1) The peptide sequence is EFKSRFFVM. The MHC is HLA-B15:01 with pseudo-sequence HLA-B15:01. The binding affinity (normalized) is 0.0847. (2) The peptide sequence is GVIADYNYK. The MHC is HLA-A33:01 with pseudo-sequence HLA-A33:01. The binding affinity (normalized) is 0.215.